This data is from Forward reaction prediction with 1.9M reactions from USPTO patents (1976-2016). The task is: Predict the product of the given reaction. (1) Given the reactants Cl[C:2]1[C:19]([N+:20]([O-:22])=[O:21])=[CH:18][C:17]([N+:23]([O-:25])=[O:24])=[CH:16][C:3]=1[C:4]([NH:6][CH2:7][CH2:8][CH2:9][N:10]1[CH2:15][CH2:14][O:13][CH2:12][CH2:11]1)=[O:5].[NH:26]([CH2:30][CH2:31][OH:32])[CH2:27][CH2:28][OH:29], predict the reaction product. The product is: [OH:29][CH2:28][CH2:27][N:26]([CH2:30][CH2:31][OH:32])[C:2]1[C:19]([N+:20]([O-:22])=[O:21])=[CH:18][C:17]([N+:23]([O-:25])=[O:24])=[CH:16][C:3]=1[C:4]([NH:6][CH2:7][CH2:8][CH2:9][N:10]1[CH2:15][CH2:14][O:13][CH2:12][CH2:11]1)=[O:5]. (2) Given the reactants Cl[CH2:2][CH:3]1[CH2:5][O:4]1.C(=O)(O)[O-].[Na+].[CH2:11]([NH2:18])[C:12]1[CH:17]=[CH:16][CH:15]=[CH:14][CH:13]=1.O, predict the reaction product. The product is: [CH2:11]([N:18]1[CH2:5][CH:3]([OH:4])[CH2:2]1)[C:12]1[CH:17]=[CH:16][CH:15]=[CH:14][CH:13]=1. (3) Given the reactants O[C:2]1[C:11]2[C:6](=[CH:7][CH:8]=[CH:9][CH:10]=2)[C:5]2[S:12][C:13]3[CH:18]=[C:17]([F:19])[CH:16]=[CH:15][C:14]=3[C:4]=2[N:3]=1.[Cl:20]C1C=C2C(C3OC4C=CC=CC=4C=3N=C2O)=CC=1, predict the reaction product. The product is: [Cl:20][C:2]1[C:11]2[C:6](=[CH:7][CH:8]=[CH:9][CH:10]=2)[C:5]2[S:12][C:13]3[CH:18]=[C:17]([F:19])[CH:16]=[CH:15][C:14]=3[C:4]=2[N:3]=1. (4) Given the reactants [CH3:1][O:2][C:3](=[O:13])[CH2:4][C:5]1[CH:10]=[CH:9][CH:8]=[CH:7][C:6]=1[O:11][CH3:12].C1C(=O)N([Br:21])C(=O)C1, predict the reaction product. The product is: [CH3:1][O:2][C:3](=[O:13])[CH:4]([Br:21])[C:5]1[CH:10]=[CH:9][CH:8]=[CH:7][C:6]=1[O:11][CH3:12]. (5) Given the reactants [OH:1][C:2]1[CH:19]=[CH:18][C:5]([C:6]2[C:15](=[O:16])[C:14]3[C:9](=[CH:10][C:11]([OH:17])=[CH:12][CH:13]=3)[O:8][CH:7]=2)=[CH:4][CH:3]=1.Cl[CH2:21][C:22]1[N:23]=[C:24]([C:27]2[CH:32]=[C:31]([F:33])[CH:30]=[C:29]([C:34]([F:37])([F:36])[F:35])[CH:28]=2)[O:25][CH:26]=1.[I-].[Na+].[OH-].[K+], predict the reaction product. The product is: [F:33][C:31]1[CH:30]=[C:29]([C:34]([F:35])([F:36])[F:37])[CH:28]=[C:27]([C:24]2[O:25][CH:26]=[C:22]([CH2:21][O:17][C:11]3[CH:10]=[C:9]4[C:14]([C:15](=[O:16])[C:6]([C:5]5[CH:18]=[CH:19][C:2]([OH:1])=[CH:3][CH:4]=5)=[CH:7][O:8]4)=[CH:13][CH:12]=3)[N:23]=2)[CH:32]=1. (6) The product is: [O:1]=[CH:2][CH:3]([NH:5][C:6](=[O:14])[C:7]1[CH:12]=[CH:11][CH:10]=[CH:9][C:8]=1[I:13])[CH3:4]. Given the reactants [OH:1][CH2:2][CH:3]([NH:5][C:6](=[O:14])[C:7]1[CH:12]=[CH:11][CH:10]=[CH:9][C:8]=1[I:13])[CH3:4].C(N(CC)CC)C.CCOC(C)=O.C([O-])(O)=O.[Na+], predict the reaction product. (7) Given the reactants CS(O[CH2:6][CH2:7][N:8]1[C:12]2=[N:13][CH:14]=[N:15][C:16]([NH2:17])=[C:11]2[C:10]([C:18]2[CH:23]=[CH:22][C:21]([NH:24][C:25]([C:27]3[N:28]([CH3:36])[C:29]4[C:34]([CH:35]=3)=[CH:33][CH:32]=[CH:31][CH:30]=4)=[O:26])=[C:20]([O:37][CH3:38])[CH:19]=2)=[N:9]1)(=O)=O.C(N(CC)CC)C.[I-].[Na+].[NH:48]1[CH2:53][CH2:52][O:51][CH2:50][CH2:49]1, predict the reaction product. The product is: [NH2:17][C:16]1[N:15]=[CH:14][N:13]=[C:12]2[N:8]([CH2:7][CH2:6][N:48]3[CH2:53][CH2:52][O:51][CH2:50][CH2:49]3)[N:9]=[C:10]([C:18]3[CH:23]=[CH:22][C:21]([NH:24][C:25]([C:27]4[N:28]([CH3:36])[C:29]5[C:34]([CH:35]=4)=[CH:33][CH:32]=[CH:31][CH:30]=5)=[O:26])=[C:20]([O:37][CH3:38])[CH:19]=3)[C:11]=12.